This data is from Forward reaction prediction with 1.9M reactions from USPTO patents (1976-2016). The task is: Predict the product of the given reaction. (1) Given the reactants ClC1C=C(Cl)C=CC=1C1N=C(CC)C(N[C@@H]2C3C(=CC=CC=3)C[C@@H]2OCC)=NC=1CC.[Cl:32][C:33]1[CH:38]=[C:37]([O:39][CH3:40])[CH:36]=[CH:35][C:34]=1[C:41]1[N:42]=[C:43]([CH2:66][CH3:67])[C:44]([NH:49][C@H:50]2[C@@H:54]([OH:55])[CH2:53][N:52]([C:56]([O:58][CH2:59][C:60]3[CH:65]=[CH:64][CH:63]=[CH:62][CH:61]=3)=[O:57])[CH2:51]2)=[N:45][C:46]=1[CH2:47][CH3:48].Br[CH2:69][CH2:70][F:71], predict the reaction product. The product is: [Cl:32][C:33]1[CH:38]=[C:37]([O:39][CH3:40])[CH:36]=[CH:35][C:34]=1[C:41]1[N:42]=[C:43]([CH2:66][CH3:67])[C:44]([NH:49][C@H:50]2[C@@H:54]([O:55][CH2:69][CH2:70][F:71])[CH2:53][N:52]([C:56]([O:58][CH2:59][C:60]3[CH:61]=[CH:62][CH:63]=[CH:64][CH:65]=3)=[O:57])[CH2:51]2)=[N:45][C:46]=1[CH2:47][CH3:48]. (2) Given the reactants [CH2:1]([C:3]1([CH2:25][CH3:26])[C:7](=[O:8])[O:6][CH:5]([CH2:9][CH2:10][N:11]2[CH2:16][CH2:15][N:14]([C:17]3[CH:24]=CC=CC=3C#N)[CH2:13][CH2:12]2)[CH2:4]1)[CH3:2].[N:27]1C=C[CH:30]=[CH:29][C:28]=1N1CCNCC1.N1(C2C=CC=CC=2C#N)CCNCC1, predict the reaction product. The product is: [CH2:1]([C:3]1([CH2:25][CH3:26])[CH2:4][CH:5]([CH2:9][CH2:10][N:11]2[CH2:16][CH2:15][N:14]([C:17]3[CH:24]=[CH:30][CH:29]=[CH:28][N:27]=3)[CH2:13][CH2:12]2)[O:6][C:7]1=[O:8])[CH3:2]. (3) Given the reactants [C:1]([O:5][C:6]([NH:8][C@H:9]([CH2:16][OH:17])[CH2:10][CH2:11][C:12]([O:14][CH3:15])=[O:13])=[O:7])([CH3:4])([CH3:3])[CH3:2].CO[C:20]([CH3:22])=[CH2:21], predict the reaction product. The product is: [CH3:15][O:14][C:12](=[O:13])[CH2:11][CH2:10][C@H:9]1[CH2:16][O:17][C:20]([CH3:22])([CH3:21])[N:8]1[C:6]([O:5][C:1]([CH3:2])([CH3:4])[CH3:3])=[O:7]. (4) Given the reactants Br[CH2:2][C:3]1[CH:8]=[CH:7][C:6]([CH2:9][CH2:10][C:11]2[N:12]=[C:13]([NH:16][C:17](=[O:19])[CH3:18])[S:14][CH:15]=2)=[CH:5][CH:4]=1.[N:20]1([C:26]([O:28][C:29]([CH3:32])([CH3:31])[CH3:30])=[O:27])[CH2:25][CH2:24][NH:23][CH2:22][CH2:21]1.C(=O)([O-])[O-].[K+].[K+].CN(C)C=O, predict the reaction product. The product is: [C:17]([NH:16][C:13]1[S:14][CH:15]=[C:11]([CH2:10][CH2:9][C:6]2[CH:7]=[CH:8][C:3]([CH2:2][N:23]3[CH2:22][CH2:21][N:20]([C:26]([O:28][C:29]([CH3:32])([CH3:31])[CH3:30])=[O:27])[CH2:25][CH2:24]3)=[CH:4][CH:5]=2)[N:12]=1)(=[O:19])[CH3:18]. (5) The product is: [O:20]1[C:24]2[CH:25]=[CH:26][CH:27]=[CH:28][C:23]=2[CH:22]=[C:21]1[C:29]1[N:33]2[N:34]=[C:35]([O:17][CH:9]([CH2:10][N:11]3[CH2:12][CH2:13][O:14][CH2:15][CH2:16]3)[CH2:8][NH2:7])[CH:36]=[CH:37][C:32]2=[N:31][CH:30]=1. Given the reactants C(O)(=O)C(O)=O.[NH2:7][CH2:8][CH:9]([OH:17])[CH2:10][N:11]1[CH2:16][CH2:15][O:14][CH2:13][CH2:12]1.[H-].[Na+].[O:20]1[C:24]2[CH:25]=[CH:26][CH:27]=[CH:28][C:23]=2[CH:22]=[C:21]1[C:29]1[N:33]2[N:34]=[C:35](Cl)[CH:36]=[CH:37][C:32]2=[N:31][CH:30]=1.[Cl-].[NH4+], predict the reaction product. (6) Given the reactants [C:1]1([CH2:7][C:8]([NH:10][C@H:11]([C:13]([OH:15])=O)[CH3:12])=[O:9])[CH:6]=[CH:5][CH:4]=[CH:3][CH:2]=1.Cl.[CH3:17][O:18][C:19](=[O:29])[C@H:20]([CH2:22][C:23]1[CH:28]=[CH:27][CH:26]=[CH:25][CH:24]=1)[NH2:21], predict the reaction product. The product is: [CH3:17][O:18][C:19](=[O:29])[C@H:20]([CH2:22][C:23]1[CH:28]=[CH:27][CH:26]=[CH:25][CH:24]=1)[NH:21][C:13](=[O:15])[C@H:11]([CH3:12])[NH:10][C:8](=[O:9])[CH2:7][C:1]1[CH:2]=[CH:3][CH:4]=[CH:5][CH:6]=1.